This data is from Full USPTO retrosynthesis dataset with 1.9M reactions from patents (1976-2016). The task is: Predict the reactants needed to synthesize the given product. (1) Given the product [O:5]1[C:14]2[C:9](=[CH:10][C:11]([OH:3])=[CH:12][CH:13]=2)[CH:8]=[CH:7][CH2:6]1, predict the reactants needed to synthesize it. The reactants are: C(O)(=[O:3])C.[O:5]1[C:14]2[C:9](=[CH:10][CH:11]=[CH:12][CH:13]=2)[CH:8]=[CH:7][CH2:6]1.[OH-].[Na+].Cl. (2) Given the product [CH:35]1[C:34]([O:38][CH2:39][CH2:40][CH2:41][CH2:42][C:43]2[N:47]([CH:48]3[CH2:53][CH2:52][CH2:51][CH2:50][CH2:49]3)[N:46]=[N:45][N:44]=2)=[CH:33][C:32]2[CH2:31][CH2:30][C:29]([NH:28][C:37]=2[CH:36]=1)=[O:54], predict the reactants needed to synthesize it. The reactants are: OC1C=C2C(=CC=1)NC(=O)CC2.C1(N2C(CCCC[N:28]3[C:37]4[C:32](=[CH:33][C:34]([O:38][CH2:39][CH2:40][CH2:41][CH2:42][C:43]5[N:47]([CH:48]6[CH2:53][CH2:52][CH2:51][CH2:50][CH2:49]6)[N:46]=[N:45][N:44]=5)=[CH:35][CH:36]=4)[CH2:31][CH2:30][C:29]3=[O:54])=NN=N2)CCCCC1. (3) The reactants are: [Cl:1][C:2]1[CH:3]=[C:4]([C:8]2[C:13]3[N:14]=[C:15]([CH3:17])[O:16][C:12]=3[CH:11]=[C:10]([CH2:18]O)[CH:9]=2)[CH:5]=[CH:6][CH:7]=1.C1(P(C2C=CC=CC=2)C2C=CC=CC=2)C=CC=CC=1.C1C(=O)N([Br:46])C(=O)C1. Given the product [Br:46][CH2:18][C:10]1[CH:9]=[C:8]([C:4]2[CH:5]=[CH:6][CH:7]=[C:2]([Cl:1])[CH:3]=2)[C:13]2[N:14]=[C:15]([CH3:17])[O:16][C:12]=2[CH:11]=1, predict the reactants needed to synthesize it. (4) Given the product [Cl:12][C:5]1[C:4]2[C:9](=[CH:10][CH:11]=[C:2]([NH:23][CH2:22][CH2:21][O:20][CH3:19])[CH:3]=2)[CH:8]=[N:7][CH:6]=1, predict the reactants needed to synthesize it. The reactants are: Br[C:2]1[CH:3]=[C:4]2[C:9](=[CH:10][CH:11]=1)[CH:8]=[N:7][CH:6]=[C:5]2[Cl:12].CC(C)([O-])C.[Na+].[CH3:19][O:20][CH2:21][CH2:22][NH2:23]. (5) Given the product [Cl:1][C:2]1[CH:3]=[CH:4][C:5]([CH2:6][NH:7][C:8]([C:10]2[C:11](=[O:23])[C:12]3[S:19][C:18]([CH2:20][N:45]([O:30][P:29]([CH3:28])([C:32]4[CH:33]=[CH:34][CH:35]=[CH:36][CH:37]=4)=[O:31])[CH3:44])=[C:17]([CH3:22])[C:13]=3[N:14]([CH3:16])[CH:15]=2)=[O:9])=[CH:24][CH:25]=1, predict the reactants needed to synthesize it. The reactants are: [Cl:1][C:2]1[CH:25]=[CH:24][C:5]([CH2:6][NH:7][C:8]([C:10]2[C:11](=[O:23])[C:12]3[S:19][C:18]([CH2:20]Cl)=[C:17]([CH3:22])[C:13]=3[N:14]([CH3:16])[CH:15]=2)=[O:9])=[CH:4][CH:3]=1.CN[CH2:28][P:29]([C:32]1[CH:37]=[CH:36][CH:35]=[CH:34][CH:33]=1)(=[O:31])[OH:30].C(=O)([O-])[O-].[K+].[K+].[CH3:44][N:45](C=O)C. (6) Given the product [F:28][C:25]1[CH:26]=[CH:27][C:22]([C:21]([NH:20][C:15]2[CH:16]=[CH:17][C:18]([CH3:19])=[C:13]([NH:12][C:2]3[N:7]=[CH:6][N:5]=[C:4]4[N:8]([CH3:11])[N:9]=[CH:10][C:3]=34)[CH:14]=2)=[O:33])=[CH:23][C:24]=1[C:29]([F:30])([F:31])[F:32], predict the reactants needed to synthesize it. The reactants are: Cl[C:2]1[N:7]=[CH:6][N:5]=[C:4]2[N:8]([CH3:11])[N:9]=[CH:10][C:3]=12.[NH2:12][C:13]1[CH:14]=[C:15]([NH:20][C:21](=[O:33])[C:22]2[CH:27]=[CH:26][C:25]([F:28])=[C:24]([C:29]([F:32])([F:31])[F:30])[CH:23]=2)[CH:16]=[CH:17][C:18]=1[CH3:19].